This data is from Forward reaction prediction with 1.9M reactions from USPTO patents (1976-2016). The task is: Predict the product of the given reaction. Given the reactants [CH2:1]([O:4][C:5]1([CH3:51])[CH2:10][CH2:9][N:8]([C:11]2[N:16]3[CH:17]=[C:18]([C:20]4[CH:21]=[C:22]([C:26]5[CH:31]=[C:30]([F:32])[C:29]([CH3:33])=[CH:28][C:27]=5[O:34][C@H:35]([CH2:37][CH:38]=[CH2:39])[CH3:36])[CH:23]=[CH:24][CH:25]=4)[N:19]=[C:15]3[CH:14]=[C:13]([CH3:40])[C:12]=2[C@H:41]([O:46][C:47]([CH3:50])([CH3:49])[CH3:48])[C:42]([O:44][CH3:45])=[O:43])[CH2:7][CH2:6]1)C=C.C(O[C@@H](C1C(C)=CC2=NC3=CN2C=1N1CCC(C)(OCC=CC[C@H](C)OC2C=C(F)C=CC=2C2C=C3C=CC=2)CC1)C(OCC)=O)(C)(C)C, predict the reaction product. The product is: [C:47]([O:46][C@@H:41]([C:12]1[C:13]([CH3:40])=[CH:14][C:15]2=[N:19][C:18]3=[CH:17][N:16]2[C:11]=1[N:8]1[CH2:7][CH2:6][C:5]([CH3:51])([O:4][CH2:1][CH:39]=[CH:38][CH2:37][C@H:35]([CH3:36])[O:34][C:27]2[CH:28]=[C:29]([CH3:33])[C:30]([F:32])=[CH:31][C:26]=2[C:22]2[CH:21]=[C:20]3[CH:25]=[CH:24][CH:23]=2)[CH2:10][CH2:9]1)[C:42]([O:44][CH3:45])=[O:43])([CH3:48])([CH3:49])[CH3:50].